Dataset: HIV replication inhibition screening data with 41,000+ compounds from the AIDS Antiviral Screen. Task: Binary Classification. Given a drug SMILES string, predict its activity (active/inactive) in a high-throughput screening assay against a specified biological target. (1) The molecule is C[NH+](C)c1nc2ccccc2[nH]1.[Cl-]. The result is 0 (inactive). (2) The molecule is Cc1cc(N(CCC#N)CCC#N)ccc1C=C1N=C(c2cc([N+](=O)[O-])ccc2Cl)N(NC(=O)c2ccc(N=Cc3ccc(N(CCC#N)S(C)(=O)=O)cc3C)cc2)C1=O. The result is 0 (inactive). (3) The drug is CC(=O)OCC12C(OC(=O)c3ccccc3)C(O)C3OC(=O)C(C)CCc4ncccc4C(=O)OCC4(C)OC1(C3C)C(OC(C)=O)C4C(OC(C)=O)C2OC(C)=O. The result is 0 (inactive). (4) The compound is CC(c1ccccc1)N1CN(C(=O)OCc2ccccc2)C(C)(C)CC1=O. The result is 0 (inactive). (5) The result is 0 (inactive). The drug is COc1ccc(N(C)Sc2ccccc2)cc1. (6) The drug is CC(=O)C1(C(=O)C(=[N+]=[N-])S(=O)(=O)c2ccccc2)CC1. The result is 0 (inactive). (7) The molecule is CCOC(=O)CCC(NC(=O)C(CC(=O)OC)NC(=O)OCc1ccccc1)C(=O)NC(CC(=O)OC)C(=O)NC(CCC(=O)OCC)C(=O)NC(CC(=O)OC)C(=O)NC(CCC(=O)OCC)C(=O)NC(CC(=O)OC)C(=O)NC(CCC(=O)OCC)C(=O)NC(CC(=O)OC)C(=O)NC(CCC(=O)OCC)C(=O)NC(CC(=O)OCC)C(=O)OCC. The result is 0 (inactive).